This data is from Forward reaction prediction with 1.9M reactions from USPTO patents (1976-2016). The task is: Predict the product of the given reaction. (1) Given the reactants [CH:1]12[O:8][CH:5]([CH:6]=[CH:7]1)[CH2:4][CH:3]([C:9]1[NH:17][C:16]3[C:15](=[O:18])[N:14]([CH2:19][CH2:20][CH3:21])[C:13](=[O:22])[N:12]([CH2:23][CH2:24][CH3:25])[C:11]=3[N:10]=1)[CH2:2]2, predict the reaction product. The product is: [CH:5]12[O:8][CH:1]([CH2:7][CH2:6]1)[CH2:2][CH:3]([C:9]1[NH:17][C:16]3[C:15](=[O:18])[N:14]([CH2:19][CH2:20][CH3:21])[C:13](=[O:22])[N:12]([CH2:23][CH2:24][CH3:25])[C:11]=3[N:10]=1)[CH2:4]2. (2) Given the reactants [C:1]([O:5][C:6]([C:8]1[O:9][C:10]2[CH:17]=[CH:16][CH:15]=[C:14]([OH:18])[C:11]=2[C:12]=1[CH3:13])=[O:7])([CH3:4])([CH3:3])[CH3:2].C(N(CC)C(C)C)(C)C.ClCCl.[F:31][C:32]([F:45])([F:44])[S:33](O[S:33]([C:32]([F:45])([F:44])[F:31])(=[O:35])=[O:34])(=[O:35])=[O:34], predict the reaction product. The product is: [C:1]([O:5][C:6]([C:8]1[O:9][C:10]2[CH:17]=[CH:16][CH:15]=[C:14]([O:18][S:33]([C:32]([F:45])([F:44])[F:31])(=[O:35])=[O:34])[C:11]=2[C:12]=1[CH3:13])=[O:7])([CH3:4])([CH3:2])[CH3:3]. (3) Given the reactants C([O:3][C:4]([C:6]1[CH:7]=[N:8][N:9]([C:11]2[N:19]=[C:18]3[C:14]([N:15]=[CH:16][N:17]3[C@@H:20]3[CH2:24][C@H:23]([NH:25][C:26](=[O:29])[CH2:27][CH3:28])[C@@H:22]([OH:30])[C@H:21]3[OH:31])=[C:13]([NH:32][CH2:33][CH:34]([C:41]3[CH:46]=[CH:45][CH:44]=[CH:43][CH:42]=3)[C:35]3[CH:40]=[CH:39][CH:38]=[CH:37][CH:36]=3)[N:12]=2)[CH:10]=1)=[O:5])C.[OH-].[K+], predict the reaction product. The product is: [OH:31][C@@H:21]1[C@H:22]([OH:30])[C@@H:23]([NH:25][C:26](=[O:29])[CH2:27][CH3:28])[CH2:24][C@H:20]1[N:17]1[CH:16]=[N:15][C:14]2[C:18]1=[N:19][C:11]([N:9]1[CH:10]=[C:6]([C:4]([OH:5])=[O:3])[CH:7]=[N:8]1)=[N:12][C:13]=2[NH:32][CH2:33][CH:34]([C:41]1[CH:42]=[CH:43][CH:44]=[CH:45][CH:46]=1)[C:35]1[CH:40]=[CH:39][CH:38]=[CH:37][CH:36]=1. (4) Given the reactants COC1C=CC(C[N:8](CC2C=CC(OC)=CC=2)[C:9]2[N:14]=[C:13]([CH3:15])[N:12]=[C:11]([C:16]3[C:17]([NH:23][C:24]4[CH:25]=[CH:26][C:27]([NH:30][C:31]([NH:33][C:34]5[CH:39]=[CH:38][C:37]([O:40][CH2:41][CH2:42][O:43][CH3:44])=[CH:36][CH:35]=5)=[O:32])=[N:28][CH:29]=4)=[N:18][CH:19]=[C:20]([Cl:22])[CH:21]=3)[N:10]=2)=CC=1.FC(F)(F)S(O)(=O)=O.C(=O)([O-])[O-].[Na+].[Na+].CC(O)C, predict the reaction product. The product is: [NH2:8][C:9]1[N:14]=[C:13]([CH3:15])[N:12]=[C:11]([C:16]2[C:17]([NH:23][C:24]3[CH:25]=[CH:26][C:27]([NH:30][C:31]([NH:33][C:34]4[CH:39]=[CH:38][C:37]([O:40][CH2:41][CH2:42][O:43][CH3:44])=[CH:36][CH:35]=4)=[O:32])=[N:28][CH:29]=3)=[N:18][CH:19]=[C:20]([Cl:22])[CH:21]=2)[N:10]=1. (5) Given the reactants C(OC([N:8]1[CH2:13][CH:12]=[C:11]([C:14]2[CH:19]=[CH:18][C:17]([C:20]3[O:24][C:23]([NH:25][C:26]4[CH:31]=[CH:30][CH:29]=[C:28]([Cl:32])[CH:27]=4)=[N:22][CH:21]=3)=[CH:16][CH:15]=2)[CH2:10][CH2:9]1)=O)(C)(C)C.Cl, predict the reaction product. The product is: [Cl:32][C:28]1[CH:27]=[C:26]([NH:25][C:23]2[O:24][C:20]([C:17]3[CH:18]=[CH:19][C:14]([C:11]4[CH2:12][CH2:13][NH:8][CH2:9][CH:10]=4)=[CH:15][CH:16]=3)=[CH:21][N:22]=2)[CH:31]=[CH:30][CH:29]=1. (6) Given the reactants Cl.[Cl:2][C:3]1[N:8]=[C:7]([CH3:9])[C:6]([CH2:10]Cl)=[C:5]([O:12][CH:13]2[CH2:17][CH2:16][CH2:15][CH2:14]2)[CH:4]=1.[CH3:18][NH:19][C@@H:20]1[C:29]2[C:24](=[CH:25][CH:26]=[CH:27][CH:28]=2)[CH2:23][CH2:22][CH2:21]1.C(N(CC)C(C)C)(C)C, predict the reaction product. The product is: [Cl:2][C:3]1[N:8]=[C:7]([CH3:9])[C:6]([CH2:10][N:19]([CH3:18])[C@@H:20]2[C:29]3[C:24](=[CH:25][CH:26]=[CH:27][CH:28]=3)[CH2:23][CH2:22][CH2:21]2)=[C:5]([O:12][CH:13]2[CH2:17][CH2:16][CH2:15][CH2:14]2)[CH:4]=1. (7) Given the reactants [CH3:1][O-:2].[Na+].CO.[Cl:6][C:7]1[CH:12]=[C:11]([N:13]2[CH2:18][CH2:17][O:16][CH2:15][CH2:14]2)[CH:10]=[C:9](Cl)[N:8]=1.O, predict the reaction product. The product is: [Cl:6][C:7]1[CH:12]=[C:11]([N:13]2[CH2:18][CH2:17][O:16][CH2:15][CH2:14]2)[CH:10]=[C:9]([O:2][CH3:1])[N:8]=1. (8) The product is: [O:1]1[C:6]2[CH:7]=[CH:8][C:9]([CH2:11][C:12]3[N:13]=[C:14]([N:22]4[CH2:23][CH2:24][O:25][CH2:26][CH2:27]4)[S:15][C:16]=3[C:17]([OH:19])=[O:18])=[CH:10][C:5]=2[O:4][CH2:3][CH2:2]1. Given the reactants [O:1]1[C:6]2[CH:7]=[CH:8][C:9]([CH2:11][C:12]3[N:13]=[C:14]([N:22]4[CH2:27][CH2:26][O:25][CH2:24][CH2:23]4)[S:15][C:16]=3[C:17]([O:19]CC)=[O:18])=[CH:10][C:5]=2[O:4][CH2:3][CH2:2]1.O1CCCC1.CO.[OH-].[Li+].Cl, predict the reaction product. (9) Given the reactants [Br:1][C:2]1[CH:9]=[CH:8][C:5]([CH:6]=[O:7])=[C:4]([F:10])[CH:3]=1.[CH2:11]([Mg]Br)[CH3:12].[Cl-].[NH4+], predict the reaction product. The product is: [Br:1][C:2]1[CH:9]=[CH:8][C:5]([CH:6]([OH:7])[CH2:11][CH3:12])=[C:4]([F:10])[CH:3]=1.